From a dataset of Reaction yield outcomes from USPTO patents with 853,638 reactions. Predict the reaction yield, written as a fraction of the theoretical maximum amount of product (1.0 means a 100% yield; for example, 0.34 means a 34% yield). (1) The reactants are C(O[C:6](=[O:33])[C@@H:7]([NH:15][C:16]([NH:18][C:19]1[CH:24]=[CH:23][C:22]([O:25][C:26]2[CH:31]=[CH:30][C:29]([Cl:32])=[CH:28][CH:27]=2)=[CH:21][CH:20]=1)=[O:17])[CH2:8][C:9]1[CH:14]=[CH:13][CH:12]=[CH:11][CH:10]=1)(C)(C)C.C(OC(=O)[C@@H]([NH2:48])CC1C=CC=CC=1)(C)(C)C.C1(O[C:57](=O)[NH:58][C:59]2[CH:64]=CC(OC3C=CC(Cl)=CC=3)=CC=2)C=CC=CC=1.Cl. The catalyst is CS(C)=O.CCOC(C)=O. The product is [Cl:32][C:29]1[CH:28]=[CH:27][C:26]([O:25][C:22]2[CH:21]=[CH:20][C:19]([NH:18][C:16](=[O:17])[NH:15][C@@H:7]([CH2:8][C:9]3[CH:14]=[CH:13][CH:12]=[CH:11][CH:10]=3)[C:6]([NH:48][CH2:64][CH2:59][NH:58][CH3:57])=[O:33])=[CH:24][CH:23]=2)=[CH:31][CH:30]=1. The yield is 0.830. (2) The reactants are [C:1]([NH:9][C:10]1[CH:15]=[CH:14][C:13]([CH2:16][C:17]2[C:25]3[C:20](=[CH:21][CH:22]=[C:23]([C:26](O)=[O:27])[CH:24]=3)[N:19]([CH3:29])[CH:18]=2)=[CH:12][CH:11]=1)(=[O:8])[C:2]1[CH:7]=[CH:6][CH:5]=[CH:4][CH:3]=1.CCN(C(C)C)C(C)C.CN(C([O:46][N:47]1N=NC2C=CC=NC1=2)=[N+](C)C)C.F[P-](F)(F)(F)(F)F.Cl.NO. The catalyst is CN(C=O)C. The product is [OH:46][NH:47][C:26]([C:23]1[CH:24]=[C:25]2[C:20](=[CH:21][CH:22]=1)[N:19]([CH3:29])[CH:18]=[C:17]2[CH2:16][C:13]1[CH:14]=[CH:15][C:10]([NH:9][C:1](=[O:8])[C:2]2[CH:3]=[CH:4][CH:5]=[CH:6][CH:7]=2)=[CH:11][CH:12]=1)=[O:27]. The yield is 0.340. (3) The reactants are [OH-].[Na+].C[O:4][C:5](=[O:41])[CH2:6][C:7]1[CH:12]=[CH:11][C:10]([C:13]2[CH:18]=[CH:17][C:16]([C:19]([CH2:38][CH3:39])([C:22]3[CH:27]=[CH:26][C:25]([C:28]#[C:29][C:30]4([OH:36])[CH2:35][CH2:34][S:33][CH2:32][CH2:31]4)=[C:24]([CH3:37])[CH:23]=3)[CH2:20][CH3:21])=[CH:15][C:14]=2[CH3:40])=[CH:9][CH:8]=1.P([O-])(O)(O)=O.[Na+]. The catalyst is CO.O1CCCC1. The product is [CH2:20]([C:19]([C:16]1[CH:17]=[CH:18][C:13]([C:10]2[CH:11]=[CH:12][C:7]([CH2:6][C:5]([OH:41])=[O:4])=[CH:8][CH:9]=2)=[C:14]([CH3:40])[CH:15]=1)([C:22]1[CH:27]=[CH:26][C:25]([C:28]#[C:29][C:30]2([OH:36])[CH2:31][CH2:32][S:33][CH2:34][CH2:35]2)=[C:24]([CH3:37])[CH:23]=1)[CH2:38][CH3:39])[CH3:21]. The yield is 0.880. (4) The reactants are Br[C:2]1[CH:31]=[CH:30][C:5]([CH2:6][NH:7][C:8](=[O:29])[C:9]2[CH:14]=[CH:13][C:12]([C:15]3[O:16][C:17]4[C:23]([CH:24]([CH3:26])[CH3:25])=[CH:22][C:21]([C:27]#[N:28])=[CH:20][C:18]=4[N:19]=3)=[CH:11][CH:10]=2)=[CH:4][CH:3]=1.C(O)C.[CH3:35][C:36]1[CH:41]=[CH:40][C:39](B(O)O)=[CH:38][CH:37]=1.C(=O)([O-])[O-].[K+].[K+]. The catalyst is C1(C)C=CC=CC=1.O.C(OCC)(=O)C.C1C=CC([P]([Pd]([P](C2C=CC=CC=2)(C2C=CC=CC=2)C2C=CC=CC=2)([P](C2C=CC=CC=2)(C2C=CC=CC=2)C2C=CC=CC=2)[P](C2C=CC=CC=2)(C2C=CC=CC=2)C2C=CC=CC=2)(C2C=CC=CC=2)C2C=CC=CC=2)=CC=1. The product is [C:27]([C:21]1[CH:22]=[C:23]([CH:24]([CH3:26])[CH3:25])[C:17]2[O:16][C:15]([C:12]3[CH:13]=[CH:14][C:9]([C:8]([NH:7][CH2:6][C:5]4[CH:30]=[CH:31][C:2]([C:39]5[CH:40]=[CH:41][C:36]([CH3:35])=[CH:37][CH:38]=5)=[CH:3][CH:4]=4)=[O:29])=[CH:10][CH:11]=3)=[N:19][C:18]=2[CH:20]=1)#[N:28]. The yield is 0.330. (5) The reactants are [F:1][C:2]1[CH:11]=[C:10]2[C:5]([NH:6][CH2:7][C:8](=[O:12])[NH:9]2)=[CH:4][CH:3]=1.[OH-].[Na+].OO.C(O)(=O)C. The catalyst is CO.ClCCl. The product is [F:1][C:2]1[CH:11]=[C:10]2[C:5]([N:6]=[CH:7][C:8]([OH:12])=[N:9]2)=[CH:4][CH:3]=1. The yield is 0.690. (6) The reactants are [CH:1]12[CH2:7][CH:4]([CH2:5][CH2:6]1)[CH2:3][CH:2]2[C:8](=[NH:22])[NH:9][C:10]1[CH:11]=[C:12]([CH:17]=[CH:18][C:19]=1[O:20][CH3:21])[C:13]([O:15][CH3:16])=[O:14].[O-]Cl.[Na+]. No catalyst specified. The product is [CH:1]12[CH2:7][CH:4]([CH2:5][CH2:6]1)[CH2:3][CH:2]2[C:8]1[NH:9][C:10]2[C:19]([O:20][CH3:21])=[CH:18][CH:17]=[C:12]([C:13]([O:15][CH3:16])=[O:14])[C:11]=2[N:22]=1. The yield is 0.360. (7) The reactants are [CH3:1][O:2][C:3]1[CH:8]=[C:7](B2OC(C)(C)C(C)(C)O2)[CH:6]=[CH:5][C:4]=1[OH:18].[Br:19][C:20]1[CH:25]=[CH:24][C:23](Br)=[CH:22][CH:21]=1.[F-].[Cs+]. The catalyst is COCCOC.CO.C1C=CC([P]([Pd]([P](C2C=CC=CC=2)(C2C=CC=CC=2)C2C=CC=CC=2)([P](C2C=CC=CC=2)(C2C=CC=CC=2)C2C=CC=CC=2)[P](C2C=CC=CC=2)(C2C=CC=CC=2)C2C=CC=CC=2)(C2C=CC=CC=2)C2C=CC=CC=2)=CC=1. The product is [Br:19][C:20]1[CH:25]=[CH:24][C:23]([C:7]2[CH:6]=[CH:5][C:4]([OH:18])=[C:3]([O:2][CH3:1])[CH:8]=2)=[CH:22][CH:21]=1. The yield is 0.540. (8) The reactants are [C:1](Cl)(=[O:8])[C:2]1[CH:7]=[CH:6][CH:5]=[CH:4][CH:3]=1.[OH:10][CH:11]1[CH2:16][CH2:15][C:14]([CH3:18])([CH3:17])[CH2:13][CH:12]1[C:19](=[O:24])[CH2:20][CH2:21][CH:22]=[CH2:23].CCN(CC)CC.CCOC(C)=O.C1CCCCC1. The catalyst is CN(C1C=CN=CC=1)C.C(Cl)Cl. The product is [C:1]([O:10][C@@H:11]1[CH2:16][CH2:15][C:14]([CH3:17])([CH3:18])[CH2:13][C@@H:12]1[C:19](=[O:24])[CH2:20][CH2:21][CH:22]=[CH2:23])(=[O:8])[C:2]1[CH:7]=[CH:6][CH:5]=[CH:4][CH:3]=1. The yield is 0.280.